Dataset: Forward reaction prediction with 1.9M reactions from USPTO patents (1976-2016). Task: Predict the product of the given reaction. (1) Given the reactants Cl.[NH:2]1[CH2:5][CH2:4][CH2:3]1.C(O[BH-](OC(=O)C)OC(=O)C)(=O)C.[Na+].[CH3:20][NH:21][C:22]([N:24]1[C:32]2[C:27](=[CH:28][C:29]([O:33][C:34]3[CH:39]=[CH:38][N:37]=[C:36]([NH:40][C:41]([N:43]4[CH2:48][CH2:47][C:46](=O)[CH2:45][CH2:44]4)=[O:42])[CH:35]=3)=[CH:30][CH:31]=2)[CH:26]=[CH:25]1)=[O:23], predict the reaction product. The product is: [CH3:20][NH:21][C:22]([N:24]1[C:32]2[C:27](=[CH:28][C:29]([O:33][C:34]3[CH:39]=[CH:38][N:37]=[C:36]([NH:40][C:41]([N:43]4[CH2:48][CH2:47][CH:46]([N:2]5[CH2:5][CH2:4][CH2:3]5)[CH2:45][CH2:44]4)=[O:42])[CH:35]=3)=[CH:30][CH:31]=2)[CH:26]=[CH:25]1)=[O:23]. (2) Given the reactants C[Li].[Br:3][C:4]1[C:5]([NH:11][C@H:12]([CH3:15])[CH:13]=[O:14])=[N:6][C:7]([Cl:10])=[N:8][CH:9]=1.[C:16](=O)=O.[Al].[Cl-].[NH4+], predict the reaction product. The product is: [Br:3][C:4]1[C:5]([NH:11][C@H:12]([CH3:15])[C@H:13]([OH:14])[CH3:16])=[N:6][C:7]([Cl:10])=[N:8][CH:9]=1. (3) The product is: [CH3:7][O:8][CH:9]([SiH2:12][CH2:1][CH2:2][CH2:3][CH2:4][CH:5]([SiH2:12][CH:9]([O:10][CH3:11])[O:8][CH3:7])[CH3:6])[O:10][CH3:11]. Given the reactants [CH2:1]=[CH:2][CH2:3][CH2:4][CH:5]=[CH2:6].[CH3:7][O:8][CH:9]([SiH3:12])[O:10][CH3:11], predict the reaction product. (4) Given the reactants [NH:1]1[CH2:6][CH2:5][C:4]2([C:15]3[C:10](=[CH:11][CH:12]=[CH:13][CH:14]=3)[C:9]([C:16]#[N:17])=[CH:8][CH2:7]2)[CH2:3][CH2:2]1.[CH3:18][C:19]([CH3:24])([CH3:23])[CH2:20][CH:21]=O.C(O[BH-](OC(=O)C)OC(=O)C)(=O)C.[Na+].CO, predict the reaction product. The product is: [CH3:18][C:19]([CH3:24])([CH3:23])[CH2:20][CH2:21][N:1]1[CH2:2][CH2:3][C:4]2([C:15]3[C:10](=[CH:11][CH:12]=[CH:13][CH:14]=3)[C:9]([C:16]#[N:17])=[CH:8][CH2:7]2)[CH2:5][CH2:6]1. (5) The product is: [Cl:1][C:2]1[CH:7]=[C:6]2[C:5](=[CH:4][CH:3]=1)[N:8]([CH2:10][CH2:11][N:12]1[CH2:17][CH2:16][CH2:15][CH2:14][CH2:13]1)[CH:20]=[C:21]2[CH2:22][CH2:23][NH:24][CH3:25]. Given the reactants [Cl:1][C:2]1[CH:7]=[CH:6][C:5]([N:8]([CH2:10][CH2:11][N:12]2[CH2:17][CH2:16][CH2:15][CH2:14][CH2:13]2)N)=[CH:4][CH:3]=1.CO[CH:20](OC)[CH2:21][CH2:22][CH2:23][NH:24][CH3:25], predict the reaction product.